Dataset: Full USPTO retrosynthesis dataset with 1.9M reactions from patents (1976-2016). Task: Predict the reactants needed to synthesize the given product. (1) Given the product [Cl:22][C:8]1[C:7]([O:23][CH3:24])=[CH:6][CH:5]=[C:4]2[C:9]=1[N:10]=[C:11]([C:13]1[N:14]=[C:15]([C:18]([F:21])([F:20])[F:19])[S:16][CH:17]=1)[CH:2]=[C:1]2[OH:3], predict the reactants needed to synthesize it. The reactants are: [C:1]([C:4]1[C:9]([NH:10][C:11]([C:13]2[N:14]=[C:15]([C:18]([F:21])([F:20])[F:19])[S:16][CH:17]=2)=O)=[C:8]([Cl:22])[C:7]([O:23][CH3:24])=[CH:6][CH:5]=1)(=[O:3])[CH3:2].ClC1C(OC)=CC=C2C=1N=C(C1SC=C(C#C)N=1)C=C2O. (2) Given the product [F:26][C:27]1[CH:28]=[C:29]([CH:30]=[CH:5][C:4]2[CH:7]=[C:8]([CH:9]=[CH:10][C:3]=2[O:2][CH3:1])[O:11][C:12]2[C:20]([CH3:21])=[CH:19][C:18]([N+:22]([O-:24])=[O:23])=[C:17]3[C:13]=2[CH2:14][CH2:15][CH2:16]3)[CH:50]=[CH:51][C:52]=1[O:53][CH3:54], predict the reactants needed to synthesize it. The reactants are: [CH3:1][O:2][C:3]1[CH:10]=[CH:9][C:8]([O:11][C:12]2[C:20]([CH3:21])=[CH:19][C:18]([N+:22]([O-:24])=[O:23])=[C:17]3[C:13]=2[CH2:14][CH2:15][CH2:16]3)=[CH:7][C:4]=1[CH:5]=O.[Br-].[F:26][C:27]1[CH:28]=[C:29]([CH:50]=[CH:51][C:52]=1[O:53][CH3:54])[CH2:30][P+](C1C=CC=CC=1)(C1C=CC=CC=1)C1C=CC=CC=1. (3) Given the product [Cl:1][C:2]1[CH:3]=[CH:4][C:5]([OH:11])=[C:6]([CH:10]=1)[C:7]([NH:15][C:14]1[CH:16]=[CH:17][CH:18]=[C:19]([C:20]([F:21])([F:22])[F:23])[C:13]=1[F:12])=[O:9], predict the reactants needed to synthesize it. The reactants are: [Cl:1][C:2]1[CH:10]=[C:6]([C:7]([OH:9])=O)[C:5]([OH:11])=[CH:4][CH:3]=1.[F:12][C:13]1[C:19]([C:20]([F:23])([F:22])[F:21])=[CH:18][CH:17]=[CH:16][C:14]=1[NH2:15]. (4) Given the product [Br:35][C:36]1[C:37]([C:8]([N:4]2[CH2:5][CH2:6][CH2:7][C@@H:2]([CH3:1])[C@H:3]2[CH2:23][N:24]2[C:25](=[O:34])[C:26]3[C:27](=[CH:28][CH:29]=[CH:30][CH:31]=3)[C:32]2=[O:33])=[O:22])=[N:38][C:39]([CH3:42])=[CH:40][CH:41]=1, predict the reactants needed to synthesize it. The reactants are: [CH3:1][C@@H:2]1[CH2:7][CH2:6][CH2:5][N:4]([C:8](=[O:22])C2C=C(C)C=CC=2C2C=NN(C)C=2)[C@@H:3]1[CH2:23][N:24]1[C:32](=[O:33])[C:31]2[C:26](=[CH:27][CH:28]=[CH:29][CH:30]=2)[C:25]1=[O:34].[Br:35][C:36]1[C:37](C(O)=O)=[N:38][C:39]([CH3:42])=[CH:40][CH:41]=1. (5) Given the product [Cl:26][C:20]1[C:19]([CH2:18][NH:1][CH2:2][CH:3]([OH:10])[CH2:4][CH2:5][C:6]([F:9])([F:8])[F:7])=[CH:24][CH:23]=[C:22]([Cl:25])[N:21]=1, predict the reactants needed to synthesize it. The reactants are: [NH2:1][CH2:2][CH:3]([OH:10])[CH2:4][CH2:5][C:6]([F:9])([F:8])[F:7].C(=O)([O-])[O-].[Cs+].[Cs+].Br[CH2:18][C:19]1[C:20]([Cl:26])=[N:21][C:22]([Cl:25])=[CH:23][CH:24]=1. (6) Given the product [CH:72]1[CH:73]=[CH:74][C:75]2[C:76](=[CH:78][C:79]([C:98]([OH:100])=[O:99])=[C:80]([OH:97])[C:81]=2[CH2:82][C:83]2[C:92]([OH:93])=[C:91]([C:94]([OH:96])=[O:95])[CH:90]=[C:89]3[C:84]=2[CH:85]=[CH:86][CH:87]=[CH:88]3)[CH:77]=1, predict the reactants needed to synthesize it. The reactants are: C[C@@H](O)[C@@H]1NC(=O)[C@H](CCCCN)NC(=O)[C@@H](CC2C3C=CC=CC=3NC=2)NC(=O)[C@H](CC2C=CC=CC=2)NC(=O)[C@@H](NC([C@H](N)CC2C=CC=CC=2)=O)CSSC[C@@H](C(N[C@@H]([C@H](O)C)CO)=O)NC1=O.[CH:72]1[CH:73]=[CH:74][C:75]2[C:76](=[CH:78][C:79]([C:98]([OH:100])=[O:99])=[C:80]([OH:97])[C:81]=2[CH2:82][C:83]2[C:92]([OH:93])=[C:91]([C:94]([OH:96])=[O:95])[CH:90]=[C:89]3[C:84]=2[CH:85]=[CH:86][CH:87]=[CH:88]3)[CH:77]=1.